Dataset: Peptide-MHC class I binding affinity with 185,985 pairs from IEDB/IMGT. Task: Regression. Given a peptide amino acid sequence and an MHC pseudo amino acid sequence, predict their binding affinity value. This is MHC class I binding data. (1) The binding affinity (normalized) is 0.552. The MHC is HLA-A02:01 with pseudo-sequence HLA-A02:01. The peptide sequence is KLLEGEESRI. (2) The peptide sequence is THYSGNIVH. The MHC is HLA-B08:03 with pseudo-sequence HLA-B08:03. The binding affinity (normalized) is 0.0847.